From a dataset of Peptide-MHC class II binding affinity with 134,281 pairs from IEDB. Regression. Given a peptide amino acid sequence and an MHC pseudo amino acid sequence, predict their binding affinity value. This is MHC class II binding data. (1) The peptide sequence is QASPDLLRGLLSTFI. The MHC is DRB1_1001 with pseudo-sequence DRB1_1001. The binding affinity (normalized) is 0.613. (2) The peptide sequence is CPKYVKQNTLKLATG. The MHC is HLA-DQA10102-DQB10602 with pseudo-sequence HLA-DQA10102-DQB10602. The binding affinity (normalized) is 0.504. (3) The peptide sequence is AGYTPAAPAGAEPAGKATTE. The MHC is DRB1_0301 with pseudo-sequence DRB1_0301. The binding affinity (normalized) is 0. (4) The peptide sequence is AEVELRQHGSEEWEP. The MHC is DRB1_0701 with pseudo-sequence DRB1_0701. The binding affinity (normalized) is 0.342. (5) The peptide sequence is RGDSRLTYQWHKEGS. The MHC is DRB4_0103 with pseudo-sequence DRB4_0103. The binding affinity (normalized) is 0.353. (6) The peptide sequence is IYQILVIYSTVASSLVLSVS. The MHC is DRB1_1501 with pseudo-sequence DRB1_1501. The binding affinity (normalized) is 0.309. (7) The peptide sequence is TVPRTKYTATISGLK. The MHC is DRB1_1201 with pseudo-sequence DRB1_1201. The binding affinity (normalized) is 0.0420.